Dataset: Forward reaction prediction with 1.9M reactions from USPTO patents (1976-2016). Task: Predict the product of the given reaction. Given the reactants [CH2:1]([O:3][C:4]([N:6]1[C:15]2[C:10](=[N:11][C:12]([O:16][CH3:17])=[CH:13][CH:14]=2)[C@@H:9]([NH:18][C:19]2[N:24]=[C:23]([CH2:25][C:26]3[CH:31]=[C:30]([C:32]([F:35])([F:34])[F:33])[CH:29]=[C:28]([C:36]([F:39])([F:38])[F:37])[CH:27]=3)[C:22]([N:40]3[CH2:45][CH2:44][NH:43][CH2:42][CH2:41]3)=[CH:21][N:20]=2)[CH2:8][C@H:7]1[CH2:46][CH3:47])=[O:5])[CH3:2].C(=O)(O)[O-].[Na+].[N:53]#[C:54]Br, predict the reaction product. The product is: [CH2:1]([O:3][C:4]([N:6]1[C:15]2[C:10](=[N:11][C:12]([O:16][CH3:17])=[CH:13][CH:14]=2)[C@@H:9]([NH:18][C:19]2[N:24]=[C:23]([CH2:25][C:26]3[CH:27]=[C:28]([C:36]([F:39])([F:37])[F:38])[CH:29]=[C:30]([C:32]([F:33])([F:35])[F:34])[CH:31]=3)[C:22]([N:40]3[CH2:45][CH2:44][N:43]([C:54]#[N:53])[CH2:42][CH2:41]3)=[CH:21][N:20]=2)[CH2:8][C@H:7]1[CH2:46][CH3:47])=[O:5])[CH3:2].